From a dataset of Peptide-MHC class I binding affinity with 185,985 pairs from IEDB/IMGT. Regression. Given a peptide amino acid sequence and an MHC pseudo amino acid sequence, predict their binding affinity value. This is MHC class I binding data. (1) The peptide sequence is SISGKYDIK. The MHC is HLA-A33:01 with pseudo-sequence HLA-A33:01. The binding affinity (normalized) is 0.149. (2) The peptide sequence is MSSAMSMMH. The MHC is HLA-A01:01 with pseudo-sequence HLA-A01:01. The binding affinity (normalized) is 0.183. (3) The peptide sequence is EKLKKKSAF. The MHC is HLA-A29:02 with pseudo-sequence HLA-A29:02. The binding affinity (normalized) is 0.0847. (4) The peptide sequence is EEEVRRRLT. The MHC is Mamu-A11 with pseudo-sequence Mamu-A11. The binding affinity (normalized) is 0. (5) The MHC is HLA-B58:01 with pseudo-sequence HLA-B58:01. The binding affinity (normalized) is 0.502. The peptide sequence is GSSKIRWIVE. (6) The peptide sequence is YFKRELKSF. The MHC is HLA-B15:01 with pseudo-sequence HLA-B15:01. The binding affinity (normalized) is 0.666. (7) The peptide sequence is EIVSHLRAST. The MHC is HLA-A68:02 with pseudo-sequence HLA-A68:02. The binding affinity (normalized) is 0.191.